From a dataset of Peptide-MHC class I binding affinity with 185,985 pairs from IEDB/IMGT. Regression. Given a peptide amino acid sequence and an MHC pseudo amino acid sequence, predict their binding affinity value. This is MHC class I binding data. (1) The MHC is HLA-B07:02 with pseudo-sequence HLA-B07:02. The binding affinity (normalized) is 0.898. The peptide sequence is YLRKHIRAL. (2) The peptide sequence is VMVTILLCCM. The MHC is HLA-A02:06 with pseudo-sequence HLA-A02:06. The binding affinity (normalized) is 0.222. (3) The peptide sequence is IVTDSQYAL. The MHC is HLA-B44:03 with pseudo-sequence HLA-B44:03. The binding affinity (normalized) is 0. (4) The peptide sequence is TKDETREQL. The binding affinity (normalized) is 0.0847. The MHC is HLA-B08:03 with pseudo-sequence HLA-B08:03. (5) The peptide sequence is RATCSAAYL. The MHC is H-2-Db with pseudo-sequence H-2-Db. The binding affinity (normalized) is 0.302. (6) The peptide sequence is YFTNDVSFL. The MHC is HLA-A23:01 with pseudo-sequence HLA-A23:01. The binding affinity (normalized) is 0.0931. (7) The peptide sequence is KCRVKMEKL. The MHC is HLA-A02:01 with pseudo-sequence HLA-A02:01. The binding affinity (normalized) is 0.0847.